Task: Predict which catalyst facilitates the given reaction.. Dataset: Catalyst prediction with 721,799 reactions and 888 catalyst types from USPTO (1) Reactant: [Cl:1][C:2]1[C:3]([O:12][C:13]2[CH:18]=[C:17]([O:19][CH2:20][CH2:21][N:22]3[CH2:26][CH2:25][CH2:24][C:23]3=[O:27])[CH:16]=[CH:15][C:14]=2[CH2:28][CH2:29][C:30](O)=[O:31])=[N:4][CH:5]=[C:6]([C:8]([F:11])([F:10])[F:9])[CH:7]=1.[CH2:33]([S:38]([NH2:41])(=[O:40])=[O:39])[CH2:34][CH2:35][CH2:36][CH3:37].N12CCCN=C1CCCCC2.[Cl-].[NH4+]. Product: [Cl:1][C:2]1[C:3]([O:12][C:13]2[CH:18]=[C:17]([O:19][CH2:20][CH2:21][N:22]3[CH2:26][CH2:25][CH2:24][C:23]3=[O:27])[CH:16]=[CH:15][C:14]=2[CH2:28][CH2:29][C:30]([NH:41][S:38]([CH2:33][CH2:34][CH2:35][CH2:36][CH3:37])(=[O:40])=[O:39])=[O:31])=[N:4][CH:5]=[C:6]([C:8]([F:11])([F:10])[F:9])[CH:7]=1. The catalyst class is: 54. (2) Reactant: [CH:1]1([CH2:7][N:8]2[CH2:13][CH2:12][CH2:11][C@H:10]([CH2:14][NH:15][C:16]([C@H:18]3[CH2:22][CH2:21][CH2:20][N:19]3[C:23]([C@@H:25]3[CH2:29][C@@H:28]([OH:30])[CH2:27][N:26]3[C:31](=[O:52])[CH2:32][C:33]([C:46]3[CH:51]=[CH:50][CH:49]=[CH:48][CH:47]=3)([C:40]3[CH:45]=[CH:44][CH:43]=[CH:42][CH:41]=3)[C:34]3[CH:39]=[CH:38][CH:37]=[CH:36][CH:35]=3)=[O:24])=[O:17])[CH2:9]2)[CH2:6][CH2:5][CH2:4][CH2:3][CH2:2]1.[CH3:53][S:54](Cl)(=[O:56])=[O:55]. Product: [CH:1]1([CH2:7][N:8]2[CH2:13][CH2:12][CH2:11][C@H:10]([CH2:14][NH:15][C:16]([C@H:18]3[CH2:22][CH2:21][CH2:20][N:19]3[C:23]([C@@H:25]3[CH2:29][C@@H:28]([O:30][S:54]([CH3:53])(=[O:56])=[O:55])[CH2:27][N:26]3[C:31](=[O:52])[CH2:32][C:33]([C:46]3[CH:47]=[CH:48][CH:49]=[CH:50][CH:51]=3)([C:40]3[CH:41]=[CH:42][CH:43]=[CH:44][CH:45]=3)[C:34]3[CH:39]=[CH:38][CH:37]=[CH:36][CH:35]=3)=[O:24])=[O:17])[CH2:9]2)[CH2:2][CH2:3][CH2:4][CH2:5][CH2:6]1. The catalyst class is: 542. (3) Reactant: C([O:3][C:4](=[O:22])[CH2:5][CH:6]1[O:10][B:9]([OH:11])[C:8]2[CH:12]=[C:13]([O:16][C:17]3[S:18][CH:19]=[N:20][N:21]=3)[CH:14]=[CH:15][C:7]1=2)C.[Li+].[OH-].Cl. Product: [OH:11][B:9]1[C:8]2[CH:12]=[C:13]([O:16][C:17]3[S:18][CH:19]=[N:20][N:21]=3)[CH:14]=[CH:15][C:7]=2[CH:6]([CH2:5][C:4]([OH:22])=[O:3])[O:10]1. The catalyst class is: 731. (4) Reactant: O[CH2:2][C:3]1[CH:4]=[N:5][N:6]([C:10]([O:12][C:13]([CH3:16])([CH3:15])[CH3:14])=[O:11])[C:7](=[O:9])[CH:8]=1.CCN(CC)CC.CS(Cl)(=O)=O.[Cl:29][C:30]1[CH:35]=[CH:34][C:33]([SH:36])=[CH:32][CH:31]=1. Product: [Cl:29][C:30]1[CH:35]=[CH:34][C:33]([S:36][CH2:2][C:3]2[CH:4]=[N:5][N:6]([C:10]([O:12][C:13]([CH3:16])([CH3:15])[CH3:14])=[O:11])[C:7](=[O:9])[CH:8]=2)=[CH:32][CH:31]=1. The catalyst class is: 2. (5) Reactant: [CH:1]([N:14]1[CH2:19][CH2:18][N:17]([NH:20][C:21]([CH:23]2[CH2:28][N:27](C(OC(C)(C)C)=O)[CH2:26][CH2:25][N:24]2[S:36]([C:39]2[CH:44]=[CH:43][C:42]([O:45][CH3:46])=[C:41]([O:47][CH3:48])[CH:40]=2)(=[O:38])=[O:37])=[O:22])[CH2:16][CH2:15]1)([C:8]1[CH:13]=[CH:12][CH:11]=[CH:10][CH:9]=1)[C:2]1[CH:7]=[CH:6][CH:5]=[CH:4][CH:3]=1.FC(F)(F)C(O)=O. Product: [CH:1]([N:14]1[CH2:19][CH2:18][N:17]([NH:20][C:21]([CH:23]2[CH2:28][NH:27][CH2:26][CH2:25][N:24]2[S:36]([C:39]2[CH:44]=[CH:43][C:42]([O:45][CH3:46])=[C:41]([O:47][CH3:48])[CH:40]=2)(=[O:38])=[O:37])=[O:22])[CH2:16][CH2:15]1)([C:2]1[CH:7]=[CH:6][CH:5]=[CH:4][CH:3]=1)[C:8]1[CH:13]=[CH:12][CH:11]=[CH:10][CH:9]=1. The catalyst class is: 2. (6) Reactant: C[O:2][C:3](=O)[C:4]([N:7]1[CH:11]=[C:10]([Br:12])[CH:9]=[N:8]1)([CH3:6])[CH3:5].[H-].[H-].[H-].[H-].[Li+].[Al+3]. Product: [Br:12][C:10]1[CH:9]=[N:8][N:7]([C:4]([CH3:6])([CH3:5])[CH2:3][OH:2])[CH:11]=1. The catalyst class is: 1. (7) Reactant: [CH:1]([C:3]1[NH:7][CH:6]=[C:5]([C:8]([O:10][CH3:11])=[O:9])[CH:4]=1)=[O:2].[CH3:12]C(C)([O-])C.[K+].CI.O. Product: [CH:1]([C:3]1[N:7]([CH3:12])[CH:6]=[C:5]([C:8]([O:10][CH3:11])=[O:9])[CH:4]=1)=[O:2]. The catalyst class is: 3. (8) Reactant: C([O-])([O-])=O.[K+].[K+].Br[CH2:8][C:9]([C:11]1[CH:16]=[CH:15][CH:14]=[CH:13][C:12]=1[O:17][CH3:18])=[O:10].[OH:19][C:20]1[CH:21]=[C:22]([NH:26][C:27](=[O:34])[C:28]2[CH:33]=[CH:32][CH:31]=[CH:30][N:29]=2)[CH:23]=[CH:24][CH:25]=1. Product: [CH3:18][O:17][C:12]1[CH:13]=[CH:14][CH:15]=[CH:16][C:11]=1[C:9](=[O:10])[CH2:8][O:19][C:20]1[CH:21]=[C:22]([NH:26][C:27](=[O:34])[C:28]2[CH:33]=[CH:32][CH:31]=[CH:30][N:29]=2)[CH:23]=[CH:24][CH:25]=1. The catalyst class is: 21. (9) Reactant: [CH2:1]([NH:3][CH2:4][C:5]1[CH:10]=[CH:9][CH:8]=[CH:7][N:6]=1)[CH3:2].CCN(C(C)C)C(C)C.[CH3:20][N:21]([CH3:33])[C:22]1[CH:23]=[C:24]([NH:28][CH2:29][C:30]([OH:32])=O)[CH:25]=[CH:26][CH:27]=1.CN(C(ON1N=NC2C=CC=CC1=2)=[N+](C)C)C.[B-](F)(F)(F)F. Product: [CH3:33][N:21]([CH3:20])[C:22]1[CH:23]=[C:24]([NH:28][CH2:29][C:30]([N:3]([CH2:1][CH3:2])[CH2:4][C:5]2[CH:10]=[CH:9][CH:8]=[CH:7][N:6]=2)=[O:32])[CH:25]=[CH:26][CH:27]=1. The catalyst class is: 248. (10) Reactant: [C:1]1([OH:7])[CH:6]=[CH:5][CH:4]=[CH:3][CH:2]=1.C=O.[CH2:10]([NH:12][C:13]1[CH:18]=[CH:17][CH:16]=[CH:15][CH:14]=1)[CH3:11]. Product: [CH2:10]([NH:12][C:13]1[CH:18]=[CH:17][CH:16]=[CH:15][CH:14]=1)[CH3:11].[CH2:1]=[O:7].[C:1]1([OH:7])[CH:6]=[CH:5][CH:4]=[CH:3][CH:2]=1. The catalyst class is: 106.